From a dataset of NCI-60 drug combinations with 297,098 pairs across 59 cell lines. Regression. Given two drug SMILES strings and cell line genomic features, predict the synergy score measuring deviation from expected non-interaction effect. (1) Drug 1: CC1CCC2CC(C(=CC=CC=CC(CC(C(=O)C(C(C(=CC(C(=O)CC(OC(=O)C3CCCCN3C(=O)C(=O)C1(O2)O)C(C)CC4CCC(C(C4)OC)O)C)C)O)OC)C)C)C)OC. Drug 2: C1CNP(=O)(OC1)N(CCCl)CCCl. Cell line: SF-268. Synergy scores: CSS=8.19, Synergy_ZIP=-2.40, Synergy_Bliss=1.12, Synergy_Loewe=-9.94, Synergy_HSA=-2.61. (2) Drug 1: C1CN1P(=S)(N2CC2)N3CC3. Drug 2: C1CNP(=O)(OC1)N(CCCl)CCCl. Cell line: EKVX. Synergy scores: CSS=3.32, Synergy_ZIP=-2.21, Synergy_Bliss=-4.83, Synergy_Loewe=-4.72, Synergy_HSA=-4.23.